The task is: Predict the reaction yield, written as a fraction of the theoretical maximum amount of product (1.0 means a 100% yield; for example, 0.34 means a 34% yield).. This data is from Reaction yield outcomes from USPTO patents with 853,638 reactions. (1) The reactants are C([O:8][C:9]1[C:14](=[O:15])[N:13]=[C:12]([CH2:16][C:17]2([C:22]3[CH:27]=[CH:26][CH:25]=[CH:24][N:23]=3)[CH2:21][CH2:20][CH2:19][CH2:18]2)[N:11]2[CH2:28][CH2:29][N:30]([CH2:33]C3CC3)[C:31](=[O:32])[C:10]=12)C1C=CC=CC=1.[H][H].CO. The catalyst is C(O)C.ClCCl.[Pd]. The product is [OH:8][C:9]1[C:14](=[O:15])[N:13]=[C:12]([CH2:16][C:17]2([C:22]3[CH:27]=[CH:26][CH:25]=[CH:24][N:23]=3)[CH2:18][CH2:19][CH2:20][CH2:21]2)[N:11]2[CH2:28][CH2:29][N:30]([CH3:33])[C:31](=[O:32])[C:10]=12. The yield is 0.830. (2) The reactants are Cl.[Cl:2][CH2:3][C:4]1[S:5][CH:6]=[C:7]([C:9]([O:11]C)=[O:10])[N:8]=1. The catalyst is O1CCOCC1.O. The product is [Cl:2][CH2:3][C:4]1[S:5][CH:6]=[C:7]([C:9]([OH:11])=[O:10])[N:8]=1. The yield is 0.970. (3) The reactants are C[O:2][C:3]([C:5]1[S:6][C:7]([C:23]2[CH:28]=[CH:27][CH:26]=[CH:25][CH:24]=2)=[CH:8][C:9]=1[N:10]([CH:20]([CH3:22])[CH3:21])[C:11]([CH:13]1[CH2:18][CH2:17][C:16](=[CH2:19])[CH2:15][CH2:14]1)=[O:12])=[O:4].[Li+].[OH-]. The catalyst is C1COCC1.CO.O. The product is [CH:20]([N:10]([C:11]([CH:13]1[CH2:14][CH2:15][C:16](=[CH2:19])[CH2:17][CH2:18]1)=[O:12])[C:9]1[CH:8]=[C:7]([C:23]2[CH:28]=[CH:27][CH:26]=[CH:25][CH:24]=2)[S:6][C:5]=1[C:3]([OH:4])=[O:2])([CH3:22])[CH3:21]. The yield is 0.520. (4) The reactants are [C:1]1([C:7]#[C:8][C:9]2[CH:14]=[CH:13][CH:12]=[CH:11][CH:10]=2)[CH:6]=[CH:5][CH:4]=[CH:3][CH:2]=1.C(O)=O.C1(/C=C\C2C=CC=CC=2)C=CC=CC=1. The catalyst is O1CCOCC1. The product is [C:1]1(/[CH:7]=[CH:8]/[C:9]2[CH:10]=[CH:11][CH:12]=[CH:13][CH:14]=2)[CH:6]=[CH:5][CH:4]=[CH:3][CH:2]=1. The yield is 0.0100. (5) The reactants are Cl[CH:2]([C:7]1[CH:11]=[C:10]([C:12]2[CH:17]=[CH:16][CH:15]=[CH:14][CH:13]=2)[O:9][C:8]=1[CH3:18])[CH2:3][CH:4]([CH3:6])[CH3:5].[NH2:19][C:20]1[CH:29]=[CH:28][C:23]([C:24]([O:26]C)=[O:25])=[C:22]([CH3:30])[CH:21]=1.C(=O)([O-])[O-].[Na+].[Na+].[I-].[Na+]. The catalyst is CN(C)C(=O)C.O. The product is [CH3:30][C:22]1[CH:21]=[C:20]([NH:19][CH:2]([C:7]2[CH:11]=[C:10]([C:12]3[CH:17]=[CH:16][CH:15]=[CH:14][CH:13]=3)[O:9][C:8]=2[CH3:18])[CH2:3][CH:4]([CH3:6])[CH3:5])[CH:29]=[CH:28][C:23]=1[C:24]([OH:26])=[O:25]. The yield is 0.330.